This data is from NCI-60 drug combinations with 297,098 pairs across 59 cell lines. The task is: Regression. Given two drug SMILES strings and cell line genomic features, predict the synergy score measuring deviation from expected non-interaction effect. Drug 1: CC1=C(C=C(C=C1)C(=O)NC2=CC(=CC(=C2)C(F)(F)F)N3C=C(N=C3)C)NC4=NC=CC(=N4)C5=CN=CC=C5. Drug 2: C1CNP(=O)(OC1)N(CCCl)CCCl. Cell line: RXF 393. Synergy scores: CSS=0.124, Synergy_ZIP=0.722, Synergy_Bliss=0.610, Synergy_Loewe=-0.444, Synergy_HSA=-1.61.